Dataset: Peptide-MHC class II binding affinity with 134,281 pairs from IEDB. Task: Regression. Given a peptide amino acid sequence and an MHC pseudo amino acid sequence, predict their binding affinity value. This is MHC class II binding data. (1) The peptide sequence is HEWCCRSCTLPPLRY. The MHC is DRB1_0401 with pseudo-sequence DRB1_0401. The binding affinity (normalized) is 0.318. (2) The binding affinity (normalized) is 0.238. The MHC is DRB1_0101 with pseudo-sequence DRB1_0101. The peptide sequence is NSQDHGWDLNAASAY.